Dataset: Catalyst prediction with 721,799 reactions and 888 catalyst types from USPTO. Task: Predict which catalyst facilitates the given reaction. (1) Reactant: [CH2:1]([N:3]([CH2:17][CH3:18])[CH2:4][CH2:5][N:6]1[CH:14]([OH:15])[C:13]2[C:8](=[CH:9][CH:10]=[CH:11][CH:12]=2)[CH:7]1[OH:16])[CH3:2].[CH3:19][O:20][S:21]([C:24]1[CH:29]=[CH:28][C:27]([CH3:30])=[CH:26][CH:25]=1)(=[O:23])=[O:22]. Product: [C:27]1([CH3:30])[CH:26]=[CH:25][C:24]([S:21]([O-:23])(=[O:20])=[O:22])=[CH:29][CH:28]=1.[O:16]=[C:7]1[C:8]2[C:13](=[CH:12][CH:11]=[CH:10][CH:9]=2)[C:14](=[O:15])[N:6]1[CH2:5][CH2:4][N+:3]([CH2:1][CH3:2])([CH2:17][CH3:18])[CH3:19]. The catalyst class is: 11. (2) Reactant: [CH2:1]([C:3]1[CH:13]=[C:6]2[C:7]([OH:12])=[CH:8][C:9]([F:11])=[CH:10][N:5]2[N:4]=1)[CH3:2].C(N(CC)CC)C.[F:21][C:22]([F:28])([F:27])[S:23](O)(=[O:25])=[O:24]. Product: [CH2:1]([C:3]1[CH:13]=[C:6]2[C:7]([O:12][S:23]([C:22]([F:28])([F:27])[F:21])(=[O:25])=[O:24])=[CH:8][C:9]([F:11])=[CH:10][N:5]2[N:4]=1)[CH3:2]. The catalyst class is: 4. (3) Reactant: [OH:1][C:2]1[CH:3]=[C:4]([CH:9]=[CH:10][C:11]=1[N+:12]([O-:14])=[O:13])[C:5]([O:7][CH3:8])=[O:6].C(=O)([O-])[O-].[Cs+].[Cs+].[CH2:21](Br)[C:22]1[CH:27]=[CH:26][CH:25]=[CH:24][CH:23]=1. Product: [CH3:8][O:7][C:5](=[O:6])[C:4]1[CH:9]=[CH:10][C:11]([N+:12]([O-:14])=[O:13])=[C:2]([O:1][CH2:21][C:22]2[CH:27]=[CH:26][CH:25]=[CH:24][CH:23]=2)[CH:3]=1. The catalyst class is: 21. (4) Reactant: [Br:1][C:2]1[CH:7]=[CH:6][CH:5]=[CH:4][C:3]=1[CH2:8][C:9](=[O:11])[CH3:10].[BH4-].[Na+]. Product: [Br:1][C:2]1[CH:7]=[CH:6][CH:5]=[CH:4][C:3]=1[CH2:8][C@H:9]([OH:11])[CH3:10]. The catalyst class is: 5. (5) The catalyst class is: 3. Product: [C:3]([O:7][C:8]([N:10]1[CH2:13][CH:12]([CH2:14][O:15][CH2:17][C:18]([OH:20])=[O:19])[CH2:11]1)=[O:9])([CH3:6])([CH3:5])[CH3:4]. Reactant: [H-].[Na+].[C:3]([O:7][C:8]([N:10]1[CH2:13][CH:12]([CH2:14][OH:15])[CH2:11]1)=[O:9])([CH3:6])([CH3:5])[CH3:4].I[CH2:17][C:18]([O-:20])=[O:19].[Na+]. (6) The catalyst class is: 4. Reactant: [F:1][C:2]1([F:33])[O:6][C:5]2[CH:7]=[C:8]([OH:32])[C:9]([C:11]3(O)[C:19]4[C:14](=[CH:15][CH:16]=[CH:17][CH:18]=4)[N:13]([CH2:20][C:21]4[O:22][C:23]([C:26]([F:29])([F:28])[F:27])=[CH:24][CH:25]=4)[C:12]3=[O:30])=[CH:10][C:4]=2[O:3]1.C([SiH](CC)CC)C.FC(F)(F)C(O)=O. Product: [F:33][C:2]1([F:1])[O:6][C:5]2[CH:7]=[C:8]([OH:32])[C:9]([CH:11]3[C:19]4[C:14](=[CH:15][CH:16]=[CH:17][CH:18]=4)[N:13]([CH2:20][C:21]4[O:22][C:23]([C:26]([F:28])([F:29])[F:27])=[CH:24][CH:25]=4)[C:12]3=[O:30])=[CH:10][C:4]=2[O:3]1. (7) Reactant: [CH2:1]([N:8]([C:10]1([C:13]2[CH:18]=[CH:17][C:16]([C:19]#[CH:20])=[CH:15][CH:14]=2)[CH2:12][CH2:11]1)[CH3:9])[C:2]1[CH:7]=[CH:6][CH:5]=[CH:4][CH:3]=1.[CH2:21]([O:23][C:24](=[O:32])[C:25]1[CH:30]=[CH:29][C:28](I)=[CH:27][CH:26]=1)[CH3:22]. Product: [CH2:21]([O:23][C:24](=[O:32])[C:25]1[CH:30]=[CH:29][C:28]([C:20]#[C:19][C:16]2[CH:15]=[CH:14][C:13]([C:10]3([N:8]([CH2:1][C:2]4[CH:3]=[CH:4][CH:5]=[CH:6][CH:7]=4)[CH3:9])[CH2:12][CH2:11]3)=[CH:18][CH:17]=2)=[CH:27][CH:26]=1)[CH3:22]. The catalyst class is: 337. (8) Reactant: [Cl:1][C:2]1[C:3]([NH:18][CH:19]2[CH2:21][CH2:20]2)=[N:4][C:5]([NH:8][C:9]2[CH:17]=[CH:16][C:12]([C:13](Cl)=[O:14])=[CH:11][CH:10]=2)=[N:6][CH:7]=1.[CH:22]([NH2:25])([CH3:24])[CH3:23].C(=O)([O-])[O-].[K+].[K+]. Product: [Cl:1][C:2]1[C:3]([NH:18][CH:19]2[CH2:21][CH2:20]2)=[N:4][C:5]([NH:8][C:9]2[CH:17]=[CH:16][C:12]([C:13]([NH:25][CH:22]([CH3:24])[CH3:23])=[O:14])=[CH:11][CH:10]=2)=[N:6][CH:7]=1. The catalyst class is: 10. (9) The catalyst class is: 3. Product: [CH3:1][O:2][C:3]1[CH:4]=[C:5]([CH:16]=[CH:17][CH:18]=1)[CH2:6][N:7]1[C:12]([CH3:13])=[CH:11][C:10]([O:14][CH2:20][C:21]2[CH:38]=[CH:37][CH:36]=[CH:35][C:22]=2[CH2:23][N:24]2[C:32](=[O:33])[C:31]3[C:26](=[CH:27][CH:28]=[CH:29][CH:30]=3)[C:25]2=[O:34])=[CH:9][C:8]1=[O:15]. Reactant: [CH3:1][O:2][C:3]1[CH:4]=[C:5]([CH:16]=[CH:17][CH:18]=1)[CH2:6][N:7]1[C:12]([CH3:13])=[CH:11][C:10]([OH:14])=[CH:9][C:8]1=[O:15].Cl[CH2:20][C:21]1[CH:38]=[CH:37][CH:36]=[CH:35][C:22]=1[CH2:23][N:24]1[C:32](=[O:33])[C:31]2[C:26](=[CH:27][CH:28]=[CH:29][CH:30]=2)[C:25]1=[O:34].C1CCN2C(=NCCC2)CC1.O. (10) Reactant: [H-].[Na+].[F:3][C:4]1[CH:25]=[CH:24][C:7]([CH2:8][NH:9][C:10]([C:12]2[NH:13][C:14](=[O:23])[C:15]3[C:20]([CH2:21][OH:22])=[CH:19][S:18][C:16]=3[N:17]=2)=[O:11])=[CH:6][C:5]=1[O:26][CH3:27].CC1C=CC(S(O[CH2:39][C@H:40]2[CH2:45][CH2:44][C@H:43]([NH:46]C(OC(C)(C)C)=O)[CH2:42][CH2:41]2)(=O)=O)=CC=1.N[C@H]1CC[C@H](COCC2C3C(=O)NC(C(NCC4C=CC=C(OC)C=4)=O)=NC=3SC=2)CC1. Product: [NH2:46][C@H:43]1[CH2:44][CH2:45][C@H:40]([CH2:39][O:22][CH2:21][C:20]2[C:15]3[C:14](=[O:23])[NH:13][C:12]([C:10]([NH:9][CH2:8][C:7]4[CH:24]=[CH:25][C:4]([F:3])=[C:5]([O:26][CH3:27])[CH:6]=4)=[O:11])=[N:17][C:16]=3[S:18][CH:19]=2)[CH2:41][CH2:42]1. The catalyst class is: 1.